Predict the reaction yield, written as a fraction of the theoretical maximum amount of product (1.0 means a 100% yield; for example, 0.34 means a 34% yield). From a dataset of Reaction yield outcomes from USPTO patents with 853,638 reactions. (1) The reactants are [CH3:1][O:2][C:3]([C:5]1[S:6][C:7]([C:23]#[C:24][C:25]([CH3:28])([CH3:27])[CH3:26])=[CH:8][C:9]=1[NH:10][C@@H:11]([CH3:22])[CH2:12][CH2:13][O:14][Si](C(C)(C)C)(C)C)=[O:4].CCCC[N+](CCCC)(CCCC)CCCC.[F-]. The catalyst is C1COCC1. The product is [CH3:1][O:2][C:3]([C:5]1[S:6][C:7]([C:23]#[C:24][C:25]([CH3:26])([CH3:28])[CH3:27])=[CH:8][C:9]=1[NH:10][C@@H:11]([CH3:22])[CH2:12][CH2:13][OH:14])=[O:4]. The yield is 0.730. (2) The reactants are C(N[C:6]([C:8]1[S:12][C:11]2[CH2:13][C:14]([CH3:17])([CH3:16])[CH2:15][C:10]=2[C:9]=1[CH:18]=[N:19][NH2:20])=[O:7])(C)(C)C. The catalyst is OS(O)(=O)=O. The product is [CH3:17][C:14]1([CH3:16])[CH2:13][C:11]2[S:12][C:8]3[C:6](=[O:7])[NH:20][N:19]=[CH:18][C:9]=3[C:10]=2[CH2:15]1. The yield is 0.600. (3) The reactants are [C:1]([NH:6][NH2:7])(=[O:5])[CH:2]([CH3:4])[CH3:3].[CH2:8]([O:15][C:16]([N:18]1[CH2:22][CH2:21][CH:20]([C:23](O)=[O:24])[CH2:19]1)=[O:17])[C:9]1[CH:14]=[CH:13][CH:12]=[CH:11][CH:10]=1.CCN=C=NCCCN(C)C.Cl.C1C=CC2N(O)N=NC=2C=1.O.C(N(CC)CC)C. The catalyst is CC#N.CCOC(C)=O. The product is [C:1]([NH:6][NH:7][C:23]([CH:20]1[CH2:21][CH2:22][N:18]([C:16]([O:15][CH2:8][C:9]2[CH:14]=[CH:13][CH:12]=[CH:11][CH:10]=2)=[O:17])[CH2:19]1)=[O:24])(=[O:5])[CH:2]([CH3:4])[CH3:3]. The yield is 0.820. (4) The product is [C:3]([CH2:5][C:6]1[CH:11]=[CH:10][C:9]([NH:12][C:13]2[N:22]=[C:21]([NH:23][C:24]3[NH:25][N:26]=[C:27]([CH3:29])[CH:28]=3)[C:20]3[C:15](=[CH:16][CH:17]=[CH:18][CH:19]=3)[N:14]=2)=[CH:8][C:7]=1[CH3:30])([OH:4])=[O:2]. The catalyst is O.CCO. The reactants are C[O:2][C:3]([CH2:5][C:6]1[CH:11]=[CH:10][C:9]([NH:12][C:13]2[N:22]=[C:21]([NH:23][C:24]3[NH:25][N:26]=[C:27]([CH3:29])[CH:28]=3)[C:20]3[C:15](=[CH:16][CH:17]=[CH:18][CH:19]=3)[N:14]=2)=[CH:8][C:7]=1[CH3:30])=[O:4].[OH-].[Na+].Cl. The yield is 0.950. (5) The reactants are [CH3:1][C:2]1[C:11]2[C:6](=[CH:7][CH:8]=[CH:9][CH:10]=2)[CH:5]=[N+:4]([O-])[CH:3]=1.O=P(Cl)(Cl)[Cl:15]. No catalyst specified. The product is [Cl:15][C:5]1[C:6]2[C:11](=[CH:10][CH:9]=[CH:8][CH:7]=2)[C:2]([CH3:1])=[CH:3][N:4]=1. The yield is 0.188. (6) The reactants are [F-].[Cs+].[Br:3][C:4]1[S:8][C:7]([CH:9]=[O:10])=[CH:6][CH:5]=1.[F:11][C:12]([Si](C)(C)C)([F:14])[F:13]. The catalyst is COCCOC. The product is [Br:3][C:4]1[S:8][C:7]([CH:9]([OH:10])[C:12]([F:14])([F:13])[F:11])=[CH:6][CH:5]=1. The yield is 0.590. (7) The product is [ClH:1].[Cl:1][C:2]1[CH:3]=[CH:4][C:5]([NH:8][C:9](=[O:29])[C:10]2[CH:15]=[C:14]([CH:30]=[O:31])[CH:13]=[CH:12][C:11]=2[NH:17][C:18]([CH:20]2[CH2:25][CH2:24][N:23]([CH:26]([CH3:28])[CH3:27])[CH2:22][CH2:21]2)=[O:19])=[N:6][CH:7]=1. The catalyst is CN(C)C=O.Cl[Pd](Cl)([P](C1C=CC=CC=1)(C1C=CC=CC=1)C1C=CC=CC=1)[P](C1C=CC=CC=1)(C1C=CC=CC=1)C1C=CC=CC=1.C1(P(C2C=CC=CC=2)C2C=CC=CC=2)C=CC=CC=1. The yield is 0.310. The reactants are [Cl:1][C:2]1[CH:3]=[CH:4][C:5]([NH:8][C:9](=[O:29])[C:10]2[CH:15]=[C:14](I)[CH:13]=[CH:12][C:11]=2[NH:17][C:18]([CH:20]2[CH2:25][CH2:24][N:23]([CH:26]([CH3:28])[CH3:27])[CH2:22][CH2:21]2)=[O:19])=[N:6][CH:7]=1.[CH:30]([O-])=[O:31].[Na+].S([O-])([O-])(=O)=O.[Ca+2].